Dataset: Forward reaction prediction with 1.9M reactions from USPTO patents (1976-2016). Task: Predict the product of the given reaction. (1) Given the reactants [F:1][C:2]1[CH:3]=[C:4]([CH:7]=[C:8]([F:10])[CH:9]=1)[CH:5]=O.[O:11]=[C:12]([CH:14](P(=O)(OCC)OCC)[CH2:15][CH2:16][CH2:17][CH2:18][CH3:19])[CH3:13], predict the reaction product. The product is: [F:1][C:2]1[CH:3]=[C:4]([CH:7]=[C:8]([F:10])[CH:9]=1)/[CH:5]=[C:14](/[CH2:15][CH2:16][CH2:17][CH2:18][CH3:19])\[C:12](=[O:11])[CH3:13].[F:1][C:2]1[CH:3]=[C:4]([CH:7]=[C:8]([F:10])[CH:9]=1)/[CH:5]=[C:14](\[CH2:15][CH2:16][CH2:17][CH2:18][CH3:19])/[C:12](=[O:11])[CH3:13]. (2) Given the reactants [CH2:1]([CH:4]1[CH2:8][N:7]([C:9]([O:11][C:12]([CH3:15])([CH3:14])[CH3:13])=[O:10])[CH2:6][C:5]1([C:23](=[O:34])[NH:24][C:25]1[CH:30]=[CH:29][CH:28]=[CH:27][C:26]=1[N+:31]([O-])=O)[NH:16][C:17](=[O:22])[C:18]([F:21])([F:20])[F:19])[CH:2]=[CH2:3].[Cl-].[NH4+], predict the reaction product. The product is: [CH2:1]([CH:4]1[CH2:8][N:7]([C:9]([O:11][C:12]([CH3:15])([CH3:14])[CH3:13])=[O:10])[CH2:6][C:5]1([C:23](=[O:34])[NH:24][C:25]1[CH:30]=[CH:29][CH:28]=[CH:27][C:26]=1[NH2:31])[NH:16][C:17](=[O:22])[C:18]([F:20])([F:21])[F:19])[CH:2]=[CH2:3]. (3) Given the reactants [C:1]([C:5]1[CH:9]=[C:8]([NH2:10])[N:7]([C:11]2[CH:16]=[CH:15][CH:14]=[CH:13][CH:12]=2)[N:6]=1)([CH3:4])([CH3:3])[CH3:2].[C:17]([O-])(O)=[O:18].[Na+].C(Cl)(Cl)=O.[NH2:26][C:27]1[CH:44]=[CH:43][C:30]([O:31][C:32]2[CH:37]=[CH:36][N:35]=[C:34]3[NH:38][C:39](=[O:42])[N:40]([CH3:41])[C:33]=23)=[CH:29][C:28]=1[F:45], predict the reaction product. The product is: [C:1]([C:5]1[CH:9]=[C:8]([NH:10][C:17]([NH:26][C:27]2[CH:44]=[CH:43][C:30]([O:31][C:32]3[CH:37]=[CH:36][N:35]=[C:34]4[NH:38][C:39](=[O:42])[N:40]([CH3:41])[C:33]=34)=[CH:29][C:28]=2[F:45])=[O:18])[N:7]([C:11]2[CH:16]=[CH:15][CH:14]=[CH:13][CH:12]=2)[N:6]=1)([CH3:4])([CH3:2])[CH3:3]. (4) Given the reactants [C:1]1([NH:7][NH:8][C:9]([C@H:11]2[CH2:13][C@H:12]2[C:14]([OH:16])=[O:15])=[O:10])[CH:6]=[CH:5][CH:4]=[CH:3][CH:2]=1.Cl[C:18](Cl)([O:20]C(=O)OC(Cl)(Cl)Cl)Cl, predict the reaction product. The product is: [O:20]=[C:18]1[O:10][C:9]([C@H:11]2[CH2:13][C@H:12]2[C:14]([OH:16])=[O:15])=[N:8][N:7]1[C:1]1[CH:2]=[CH:3][CH:4]=[CH:5][CH:6]=1. (5) Given the reactants [F:1][C:2]1[CH:3]=[C:4]([CH:7]=[CH:8][CH:9]=1)[C:5]#[N:6].CCN(C(C)C)C(C)C.Cl.[NH2:20][OH:21], predict the reaction product. The product is: [OH:21][NH:20][C:5](=[NH:6])[C:4]1[CH:7]=[CH:8][CH:9]=[C:2]([F:1])[CH:3]=1. (6) Given the reactants [Cl:1][C:2]1[CH:14]=[CH:13][C:5]2[S:6][C:7]([C:9]([O:11]C)=[O:10])=[CH:8][C:4]=2[CH:3]=1.O.[OH-].[Li+].O, predict the reaction product. The product is: [Cl:1][C:2]1[CH:14]=[CH:13][C:5]2[S:6][C:7]([C:9]([OH:11])=[O:10])=[CH:8][C:4]=2[CH:3]=1. (7) Given the reactants FC1C=CC(C2N=C(C([N:20]3[CH2:29][CH2:28][C:27]4[C:22](=[CH:23][C:24](OC)=[CH:25][C:26]=4[O:30][CH3:31])[CH2:21]3)=O)C3C(=CC=CC=3)N=2)=CC=1.F[C:35]1[CH:40]=[CH:39][C:38](C2N=C(C(O)=O)[C:40]3[C:35](=[CH:36][CH:37]=[CH:38][CH:39]=3)N=2)=[CH:37][CH:36]=1.[ClH:54].[CH3:55]OC1C=C(OC)C=C2C=1CCNC2, predict the reaction product. The product is: [CH2:31]([O:30][C:26]1[C:25]([CH3:55])=[CH:24][CH:23]=[C:22]2[C:27]=1[CH:28]=[CH:29][N:20]=[C:21]2[Cl:54])[C:35]1[CH:40]=[CH:39][CH:38]=[CH:37][CH:36]=1.